Dataset: Cav3 T-type calcium channel HTS with 100,875 compounds. Task: Binary Classification. Given a drug SMILES string, predict its activity (active/inactive) in a high-throughput screening assay against a specified biological target. The drug is Fc1c(OCc2oc(cc2)C(O)=O)c(F)c(F)c(F)c1F. The result is 0 (inactive).